Task: Predict the product of the given reaction.. Dataset: Forward reaction prediction with 1.9M reactions from USPTO patents (1976-2016) Given the reactants C(O)(=O)[C:2]([CH3:5])([CH3:4])[CH3:3].[CH2:8]([CH:10]([CH2:14][CH2:15][CH2:16][CH3:17])[C:11]([OH:13])=[O:12])[CH3:9].[CH2:18]([N:25]([CH3:27])[CH3:26])[C:19]1C=CC=CC=1.CN(C)CC1C=[CH:35][C:34]([O:37][CH3:38])=[CH:33]C=1, predict the reaction product. The product is: [CH2:8]([CH:10]([CH2:14][CH2:15][CH2:16][CH3:17])[C:11]([O-:13])=[O:12])[CH3:9].[CH3:27][N+:25]([CH3:26])([CH2:18][CH3:19])[CH2:5][C:2]1[CH:3]=[CH:35][C:34]([O:37][CH3:38])=[CH:33][CH:4]=1.